From a dataset of Reaction yield outcomes from USPTO patents with 853,638 reactions. Predict the reaction yield, written as a fraction of the theoretical maximum amount of product (1.0 means a 100% yield; for example, 0.34 means a 34% yield). The catalyst is C1COCC1. The product is [Br:33][C:26]1[CH:27]=[C:28]([C:29]#[N:30])[CH:31]=[CH:32][C:25]=1[NH:24][C:2]1[CH:7]=[C:6]([N:8]([CH:16]2[CH2:18][CH2:17]2)[C:9](=[O:15])[O:10][C:11]([CH3:14])([CH3:13])[CH3:12])[N:5]2[N:19]=[CH:20][C:21]([CH:22]=[O:23])=[C:4]2[N:3]=1. The yield is 0.320. The reactants are Cl[C:2]1[CH:7]=[C:6]([N:8]([CH:16]2[CH2:18][CH2:17]2)[C:9](=[O:15])[O:10][C:11]([CH3:14])([CH3:13])[CH3:12])[N:5]2[N:19]=[CH:20][C:21]([CH:22]=[O:23])=[C:4]2[N:3]=1.[NH2:24][C:25]1[CH:32]=[CH:31][C:28]([C:29]#[N:30])=[CH:27][C:26]=1[Br:33].CC(C)([O-])C.[Na+].O.